This data is from Catalyst prediction with 721,799 reactions and 888 catalyst types from USPTO. The task is: Predict which catalyst facilitates the given reaction. (1) Reactant: [CH3:1][O:2][C:3]([C@H:6]1[CH2:11][CH2:10][C@H:9]([O:12]C2CCCCO2)[CH2:8][CH2:7]1)([CH3:5])[CH3:4].CC1C=CC(S(O)(=O)=O)=CC=1. Product: [CH3:1][O:2][C:3]([C@H:6]1[CH2:7][CH2:8][C@H:9]([OH:12])[CH2:10][CH2:11]1)([CH3:5])[CH3:4]. The catalyst class is: 5. (2) Product: [N:1]1[CH:6]=[CH:5][CH:4]=[CH:3][C:2]=1[O:7][C:8]1[CH:13]=[CH:12][C:11]([CH2:14][OH:15])=[CH:10][CH:9]=1. The catalyst class is: 5. Reactant: [N:1]1[CH:6]=[CH:5][CH:4]=[CH:3][C:2]=1[O:7][C:8]1[CH:13]=[CH:12][C:11]([CH:14]=[O:15])=[CH:10][CH:9]=1.[BH4-].[Na+].O. (3) The catalyst class is: 2. Reactant: [NH2:1][CH:2]([C:4]1[CH:9]=[CH:8][C:7]([NH:10][S:11]([CH3:14])(=[O:13])=[O:12])=[C:6]([CH:15]=[CH2:16])[CH:5]=1)C.C(N(CC)CC)C.[C:24]([C:28]1[CH:33]=[CH:32][C:31]([N:34]=[C:35]=[O:36])=[CH:30][CH:29]=1)([CH3:27])([CH3:26])[CH3:25]. Product: [C:24]([C:28]1[CH:33]=[CH:32][C:31]([NH:34][C:35](=[O:36])[NH:1][CH2:2][C:4]2[CH:9]=[CH:8][C:7]([NH:10][S:11]([CH3:14])(=[O:12])=[O:13])=[C:6]([CH:15]=[CH2:16])[CH:5]=2)=[CH:30][CH:29]=1)([CH3:27])([CH3:25])[CH3:26]. (4) Reactant: [S:1]1[CH:5]=[CH:4][N:3]=[C:2]1[NH:6][C:7]([N:9]1C=CN=C1)=[S:8].C([O-])(=O)C.[NH4+]. Product: [S:1]1[CH:5]=[CH:4][N:3]=[C:2]1[NH:6][C:7]([NH2:9])=[S:8]. The catalyst class is: 8. (5) Product: [CH2:5]([O:7][P:8]([CH2:13][CH2:14][CH2:15][NH:18][OH:1])(=[O:12])[O:9][CH2:10][CH3:11])[CH3:6]. Reactant: [OH-:1].[Na+].CO.[CH2:5]([O:7][P:8]([CH2:13][CH2:14][CH2:15]Br)(=[O:12])[O:9][CH2:10][CH3:11])[CH3:6].Cl.[NH2:18]O. The catalyst class is: 6.